From a dataset of Forward reaction prediction with 1.9M reactions from USPTO patents (1976-2016). Predict the product of the given reaction. The product is: [Cl:9][C:4]1[CH:3]=[C:2]([C:20]2([OH:23])[CH2:21][CH2:22][N:18]([C:11]([O:13][C:14]([CH3:16])([CH3:15])[CH3:17])=[O:12])[CH2:19]2)[CH:7]=[CH:6][C:5]=1[Cl:8]. Given the reactants Br[C:2]1[CH:7]=[CH:6][C:5]([Cl:8])=[C:4]([Cl:9])[CH:3]=1.[Mg].[C:11]([N:18]1[CH2:22][CH2:21][C:20](=[O:23])[CH2:19]1)([O:13][C:14]([CH3:17])([CH3:16])[CH3:15])=[O:12].[Cl-].[NH4+], predict the reaction product.